Dataset: Full USPTO retrosynthesis dataset with 1.9M reactions from patents (1976-2016). Task: Predict the reactants needed to synthesize the given product. (1) The reactants are: [CH:1]1([N:7]([CH3:19])[C:8](=[O:18])[C:9]2[CH:14]=[CH:13][CH:12]=[C:11]([N+:15]([O-])=O)[CH:10]=2)[CH2:6][CH2:5][CH2:4][CH2:3][CH2:2]1. Given the product [NH2:15][C:11]1[CH:10]=[C:9]([CH:14]=[CH:13][CH:12]=1)[C:8]([N:7]([CH:1]1[CH2:6][CH2:5][CH2:4][CH2:3][CH2:2]1)[CH3:19])=[O:18], predict the reactants needed to synthesize it. (2) Given the product [Cl:23][C:2]1[CH2:3][CH:4]([C:13]([O:15][CH2:16][CH3:17])=[O:14])[N:5]([C:7]2[CH:8]=[N:9][CH:10]=[CH:11][CH:12]=2)[N:6]=1, predict the reactants needed to synthesize it. The reactants are: O=[C:2]1[NH:6][N:5]([C:7]2[CH:8]=[N:9][CH:10]=[CH:11][CH:12]=2)[CH:4]([C:13]([O:15][CH2:16][CH3:17])=[O:14])[CH2:3]1.C(#N)C.P(Cl)(Cl)([Cl:23])=O.C(=O)([O-])[O-].[Na+].[Na+]. (3) Given the product [CH:27]([C:30]1[CH:35]=[CH:34][CH:33]=[CH:32][C:31]=1[N:36]1[CH2:37][CH2:38][N:39]([CH2:63][CH2:62][CH:60]2[O:61][C:57](=[O:56])[C:58]([C:81]3[CH:86]=[CH:85][CH:84]=[CH:83][CH:82]=3)([C:75]3[CH:80]=[CH:79][CH:78]=[CH:77][CH:76]=3)[CH2:59]2)[CH2:40][CH2:41]1)([CH3:29])[CH3:28], predict the reactants needed to synthesize it. The reactants are: C(C1(CC)C(=O)OC(CCN2CCN(C3C=CC=CC=3C#N)CC2)C1)C.[CH:27]([C:30]1[CH:35]=[CH:34][CH:33]=[CH:32][C:31]=1[N:36]1[CH2:41][CH2:40][NH:39][CH2:38][CH2:37]1)([CH3:29])[CH3:28].N1(C2C=CC=CC=2C#N)CCNCC1.[O:56]=[C:57]1[O:61][CH:60]([CH2:62][CH2:63]C2C(C)=C(S([O-])(=O)=O)C=CC=2)[CH2:59][C:58]1([C:81]1[CH:86]=[CH:85][CH:84]=[CH:83][CH:82]=1)[C:75]1[CH:80]=[CH:79][CH:78]=[CH:77][CH:76]=1.CC1C=CC(S(OCCC2CC(CC)(CC)C(=O)O2)(=O)=O)=CC=1.